This data is from Catalyst prediction with 721,799 reactions and 888 catalyst types from USPTO. The task is: Predict which catalyst facilitates the given reaction. (1) Reactant: [Cl:1][C:2]1[CH:7]=[CH:6][CH:5]=[CH:4][C:3]=1[N:8]1[C:12]([S:13]([C:16]2[CH:21]=[CH:20][CH:19]=[CH:18][N:17]=2)(=[O:15])=[O:14])=[CH:11][C:10]([CH2:22][N:23](C)[C:24](=O)OC(C)(C)C)=[N:9]1.C(OCC)(=O)C.Cl. Product: [ClH:1].[Cl:1][C:2]1[CH:7]=[CH:6][CH:5]=[CH:4][C:3]=1[N:8]1[C:12]([S:13]([C:16]2[CH:21]=[CH:20][CH:19]=[CH:18][N:17]=2)(=[O:14])=[O:15])=[CH:11][C:10]([CH2:22][NH:23][CH3:24])=[N:9]1. The catalyst class is: 8. (2) Reactant: [N:1]1([C:6]2[CH:22]=[CH:21][C:9]([CH2:10][CH:11]3[C:16](=[O:17])[O:15]C(C)(C)[O:13][C:12]3=[O:20])=[CH:8][CH:7]=2)[CH:5]=[CH:4][CH:3]=[N:2]1.[OH-].[Na+]. Product: [N:1]1([C:6]2[CH:7]=[CH:8][C:9]([CH2:10][CH:11]([C:12]([OH:20])=[O:13])[C:16]([OH:17])=[O:15])=[CH:21][CH:22]=2)[CH:5]=[CH:4][CH:3]=[N:2]1. The catalyst class is: 6.